This data is from Tyrosyl-DNA phosphodiesterase HTS with 341,365 compounds. The task is: Binary Classification. Given a drug SMILES string, predict its activity (active/inactive) in a high-throughput screening assay against a specified biological target. (1) The drug is Clc1c(CON2CCS(=O)(=O)CC2)ccc(F)c1. The result is 0 (inactive). (2) The molecule is S(=O)(=O)(c1c([N+]([O-])=O)cc(cc1)C(OC(C(=O)Nc1cc(ccc1)C(=O)C)C)=O)C. The result is 0 (inactive).